This data is from Peptide-MHC class II binding affinity with 134,281 pairs from IEDB. The task is: Regression. Given a peptide amino acid sequence and an MHC pseudo amino acid sequence, predict their binding affinity value. This is MHC class II binding data. (1) The peptide sequence is PTPLAKEDFLRCLVK. The MHC is HLA-DPA10201-DPB11401 with pseudo-sequence HLA-DPA10201-DPB11401. The binding affinity (normalized) is 0.411. (2) The peptide sequence is SKLKAEATTDGLGWY. The MHC is HLA-DPA10201-DPB10501 with pseudo-sequence HLA-DPA10201-DPB10501. The binding affinity (normalized) is 0.176. (3) The peptide sequence is GKATLECQVQTAVDFKK. The MHC is DRB1_1301 with pseudo-sequence DRB1_1301. The binding affinity (normalized) is 0.376. (4) The peptide sequence is LIEVNPPFGDSYIIV. The MHC is DRB1_0301 with pseudo-sequence DRB1_0301. The binding affinity (normalized) is 0.326. (5) The peptide sequence is LAGDAAGAWRTAAVE. The MHC is HLA-DQA10101-DQB10501 with pseudo-sequence HLA-DQA10101-DQB10501. The binding affinity (normalized) is 0.564.